Dataset: Full USPTO retrosynthesis dataset with 1.9M reactions from patents (1976-2016). Task: Predict the reactants needed to synthesize the given product. The reactants are: [CH3:1][C@H:2]1[CH2:7][O:6][CH2:5][CH2:4][N:3]1[C:8]1[CH:13]=[CH:12][C:11]([N+:14]([O-])=O)=[CH:10][N:9]=1. Given the product [CH3:1][C@H:2]1[CH2:7][O:6][CH2:5][CH2:4][N:3]1[C:8]1[N:9]=[CH:10][C:11]([NH2:14])=[CH:12][CH:13]=1, predict the reactants needed to synthesize it.